From a dataset of Reaction yield outcomes from USPTO patents with 853,638 reactions. Predict the reaction yield, written as a fraction of the theoretical maximum amount of product (1.0 means a 100% yield; for example, 0.34 means a 34% yield). (1) The reactants are O[CH:2]=[C:3]1[C:11]2[C:6](=[CH:7][C:8]([C:12]([C:14]3[CH:15]=[C:16]([NH:20][C:21]([C:23]4[S:24][CH:25]=[CH:26][CH:27]=4)=[O:22])[CH:17]=[CH:18][CH:19]=3)=[O:13])=[CH:9][CH:10]=2)[NH:5][C:4]1=[O:28].[NH2:29][C:30]1[CH:31]=[CH:32][C:33]([O:37][CH3:38])=[C:34]([OH:36])[CH:35]=1. The catalyst is C1COCC1. The product is [OH:36][C:34]1[CH:35]=[C:30]([NH:29][CH:2]=[C:3]2[C:11]3[C:6](=[CH:7][C:8]([C:12]([C:14]4[CH:15]=[C:16]([NH:20][C:21]([C:23]5[S:24][CH:25]=[CH:26][CH:27]=5)=[O:22])[CH:17]=[CH:18][CH:19]=4)=[O:13])=[CH:9][CH:10]=3)[NH:5][C:4]2=[O:28])[CH:31]=[CH:32][C:33]=1[O:37][CH3:38]. The yield is 0.750. (2) The reactants are [Br:1][C:2]1[CH:3]=[C:4]2[C:11]3([C:15](=[O:16])[NH:14][C:13](=[S:17])[NH:12]3)[CH2:10][CH:9]([C:18]3[CH:23]=[CH:22][CH:21]=[CH:20][CH:19]=3)[O:8][C:5]2=[CH:6][CH:7]=1.[C:24]([O-])([O-])=O.[K+].[K+].[CH2:30](Br)[CH2:31][CH3:32].[CH3:34][C:35]#N. No catalyst specified. The product is [Br:1][C:2]1[CH:3]=[C:4]2[C:11]3([C:15](=[O:16])[N:14]([CH2:30][CH2:31][CH3:32])[C:13]([S:17][CH2:24][CH2:35][CH3:34])=[N:12]3)[CH2:10][CH:9]([C:18]3[CH:19]=[CH:20][CH:21]=[CH:22][CH:23]=3)[O:8][C:5]2=[CH:6][CH:7]=1. The yield is 0.900. (3) The reactants are [Cl:1][C:2]1[CH:9]=[CH:8][C:5]([C:6]#[N:7])=[CH:4][CH:3]=1.[NH2:10][OH:11]. The catalyst is CCO. The product is [Cl:1][C:2]1[CH:9]=[CH:8][C:5]([C:6](=[N:10][OH:11])[NH2:7])=[CH:4][CH:3]=1. The yield is 0.760. (4) The catalyst is C(Cl)Cl. The yield is 0.530. The product is [F:1][C:2]1[CH:3]=[C:4]([OH:10])[CH:5]=[C:6]([O:8][CH3:9])[CH:7]=1. The reactants are [F:1][C:2]1[CH:7]=[C:6]([O:8][CH3:9])[CH:5]=[C:4]([O:10]C)[CH:3]=1.B(Br)(Br)Br. (5) The reactants are [C:1]([Cl:4])(Cl)=[O:2].C1(C)C=CC=CC=1.[CH3:12][O:13][C:14]1[CH:15]=[C:16]2[C:21](=[CH:22][C:23]=1[O:24][CH3:25])[N:20]=[CH:19][N:18]=[C:17]2[CH:26]1[CH2:31][CH2:30][NH:29][CH2:28][CH2:27]1.CCN(C(C)C)C(C)C.C([O-])(=O)CC(CC([O-])=O)(C([O-])=O)O.[Na+].[Na+].[Na+]. The catalyst is C(Cl)Cl. The product is [CH3:12][O:13][C:14]1[CH:15]=[C:16]2[C:21](=[CH:22][C:23]=1[O:24][CH3:25])[N:20]=[CH:19][N:18]=[C:17]2[CH:26]1[CH2:31][CH2:30][N:29]([C:1]([Cl:4])=[O:2])[CH2:28][CH2:27]1. The yield is 0.510. (6) The reactants are Cl.Cl.[CH2:3]([O:5][CH2:6][C@:7]1([C:13]([N:15]2[CH2:20][CH2:19][N:18]([C:21]3[CH:26]=[C:25]([C:27]([F:30])([F:29])[F:28])[CH:24]=[CH:23][N:22]=3)[CH2:17][CH2:16]2)=[O:14])[CH2:11][CH2:10][C@@H:9]([NH2:12])[CH2:8]1)[CH3:4].[CH3:31][CH:32]1[C:37](=O)[CH2:36][CH2:35][O:34][CH2:33]1.C(N(CC)CC)C.C(O[BH-](OC(=O)C)OC(=O)C)(=O)C.[Na+]. The catalyst is C(Cl)Cl. The product is [CH2:3]([O:5][CH2:6][C@:7]1([C:13]([N:15]2[CH2:16][CH2:17][N:18]([C:21]3[CH:26]=[C:25]([C:27]([F:30])([F:29])[F:28])[CH:24]=[CH:23][N:22]=3)[CH2:19][CH2:20]2)=[O:14])[CH2:11][CH2:10][C@@H:9]([NH:12][C@@H:37]2[CH2:36][CH2:35][O:34][CH2:33][CH:32]2[CH3:31])[CH2:8]1)[CH3:4]. The yield is 0.340.